This data is from NCI-60 drug combinations with 297,098 pairs across 59 cell lines. The task is: Regression. Given two drug SMILES strings and cell line genomic features, predict the synergy score measuring deviation from expected non-interaction effect. (1) Drug 1: CC(C1=C(C=CC(=C1Cl)F)Cl)OC2=C(N=CC(=C2)C3=CN(N=C3)C4CCNCC4)N. Drug 2: CC1C(C(CC(O1)OC2CC(CC3=C2C(=C4C(=C3O)C(=O)C5=CC=CC=C5C4=O)O)(C(=O)C)O)N)O. Cell line: OVCAR-8. Synergy scores: CSS=38.8, Synergy_ZIP=4.46, Synergy_Bliss=6.19, Synergy_Loewe=-7.97, Synergy_HSA=6.30. (2) Drug 1: CCCCCOC(=O)NC1=NC(=O)N(C=C1F)C2C(C(C(O2)C)O)O. Drug 2: CC1C(C(CC(O1)OC2CC(CC3=C2C(=C4C(=C3O)C(=O)C5=C(C4=O)C(=CC=C5)OC)O)(C(=O)CO)O)N)O.Cl. Cell line: SW-620. Synergy scores: CSS=29.8, Synergy_ZIP=0.000181, Synergy_Bliss=-1.11, Synergy_Loewe=-19.9, Synergy_HSA=-0.934.